Dataset: Full USPTO retrosynthesis dataset with 1.9M reactions from patents (1976-2016). Task: Predict the reactants needed to synthesize the given product. (1) Given the product [CH2:25]([N:8]([C:9]1[CH:14]=[CH:13][CH:12]=[CH:11][CH:10]=1)[C:6](=[O:7])[C:5]1[CH:15]=[CH:16][C:17]([O:18][CH3:19])=[C:3]([O:2][CH3:1])[CH:4]=1)[CH2:24][CH:23]=[CH2:22], predict the reactants needed to synthesize it. The reactants are: [CH3:1][O:2][C:3]1[CH:4]=[C:5]([CH:15]=[CH:16][C:17]=1[O:18][CH3:19])[C:6]([NH:8][C:9]1[CH:14]=[CH:13][CH:12]=[CH:11][CH:10]=1)=[O:7].[OH-].[K+].[CH3:22][C:23]1C=CC(S(OCCC=C)(=O)=O)=[CH:25][CH:24]=1. (2) Given the product [Cl:39][C:22]1[C:23]([CH2:25][O:26][C:27]2[CH:38]=[C:31]3[C:30](=[CH:29][CH:28]=2)[O:35][C:34]([CH3:37])([CH3:36])[CH2:33][CH2:32]3)=[CH:24][C:19]2[O:18][N:17]=[C:16]([NH2:8])[C:20]=2[CH:21]=1, predict the reactants needed to synthesize it. The reactants are: C(OC([N:8]([C:16]1[C:20]2[CH:21]=[C:22]([Cl:39])[C:23]([CH2:25][O:26][C:27]3[CH:28]=[CH:29][C:30]4[O:35][C:34]([CH3:37])([CH3:36])[CH2:33][CH2:32][C:31]=4[CH:38]=3)=[CH:24][C:19]=2[O:18][N:17]=1)C(=O)OC(C)(C)C)=O)(C)(C)C.C(O)(C(F)(F)F)=O.C([O-])([O-])=O.[Na+].[Na+]. (3) Given the product [ClH:1].[Cl:1][C:2]1[CH:3]=[C:4]([CH:7]=[CH:8][CH:9]=1)[C:5](=[NH:6])[O:12][CH2:10][CH3:11], predict the reactants needed to synthesize it. The reactants are: [Cl:1][C:2]1[CH:3]=[C:4]([CH:7]=[CH:8][CH:9]=1)[C:5]#[N:6].[CH2:10]([OH:12])[CH3:11]. (4) Given the product [C:73]([N:26]([C:25]1[C:12]2[C:13](=[N:14][C:9]([C:3]3[CH:4]=[CH:5][C:6]([Cl:8])=[CH:7][C:2]=3[Cl:1])=[C:10]([C:27]3[CH:28]=[CH:29][C:30]([Cl:33])=[CH:31][CH:32]=3)[CH:11]=2)[N:15]([CH2:21][CH:22]([CH3:24])[CH3:23])[C:16](=[O:20])[C:17]=1[O:18][CH3:19])[C:65](=[O:66])[CH3:64])(=[O:100])[CH3:72], predict the reactants needed to synthesize it. The reactants are: [Cl:1][C:2]1[CH:7]=[C:6]([Cl:8])[CH:5]=[CH:4][C:3]=1[C:9]1[N:14]=[C:13]([N:15]([CH2:21][CH:22]([CH3:24])[CH3:23])[C:16](=[O:20])[CH2:17][O:18][CH3:19])[C:12]([C:25]#[N:26])=[CH:11][C:10]=1[C:27]1[CH:32]=[CH:31][C:30]([Cl:33])=[CH:29][CH:28]=1.ClC1C=C(Cl)C=CC=1C1N=C(NCC(C)C)C(C#N)=CC=1C1C=CC(Cl)=CC=1.CO[CH2:64][C:65](Cl)=[O:66].[H-].[Na+].NC1C2C(=NC(C3C=CC(Cl)=CC=3Cl)=C(C3C=CC(Cl)=CC=3)C=2)N(CC(C)C)[C:73](=[O:100])[C:72]=1OC. (5) Given the product [CH:1]1([NH:6][C:7]2[N:12]=[C:11]([C:13]3[C:14]([C:28]4[CH:29]=[CH:30][C:31]([F:34])=[CH:32][CH:33]=4)=[N:15][N:16]4[C:21]([NH:22][CH2:23][C:24]([OH:26])=[O:25])=[CH:20][CH:19]=[CH:18][C:17]=34)[CH:10]=[C:9]([CH3:35])[N:8]=2)[CH2:2][CH2:3][CH2:4][CH2:5]1, predict the reactants needed to synthesize it. The reactants are: [CH:1]1([NH:6][C:7]2[N:12]=[C:11]([C:13]3[C:14]([C:28]4[CH:33]=[CH:32][C:31]([F:34])=[CH:30][CH:29]=4)=[N:15][N:16]4[C:21]([NH:22][CH2:23][C:24]([O:26]C)=[O:25])=[CH:20][CH:19]=[CH:18][C:17]=34)[CH:10]=[C:9]([CH3:35])[N:8]=2)[CH2:5][CH2:4][CH2:3][CH2:2]1.[OH-].[Li+]. (6) Given the product [C:32]([C:16]1[S:15][C:14]([CH:10]2[CH2:11][CH2:12][CH2:13][N:8]([C:6]([O:5][C:1]([CH3:2])([CH3:3])[CH3:4])=[O:7])[CH2:9]2)=[N:18][C:17]=1[C:19]1[CH:24]=[CH:23][C:22]([O:25][C:26]2[CH:27]=[CH:28][CH:29]=[CH:30][CH:31]=2)=[CH:21][CH:20]=1)(=[O:33])[NH2:36], predict the reactants needed to synthesize it. The reactants are: [C:1]([O:5][C:6]([N:8]1[CH2:13][CH2:12][CH2:11][CH:10]([C:14]2[S:15][C:16]([C:32](O)=[O:33])=[C:17]([C:19]3[CH:24]=[CH:23][C:22]([O:25][C:26]4[CH:31]=[CH:30][CH:29]=[CH:28][CH:27]=4)=[CH:21][CH:20]=3)[N:18]=2)[CH2:9]1)=[O:7])([CH3:4])([CH3:3])[CH3:2].C[N:36](C(ON1N=NC2C=CC=NC1=2)=[N+](C)C)C.F[P-](F)(F)(F)(F)F.CCN(C(C)C)C(C)C. (7) Given the product [C:43]([C:38]1[CH:39]=[C:40]2[C:35](=[C:36]([F:47])[CH:37]=1)[C:34](=[O:48])[N:33]([C:7]1[CH:8]=[CH:9][CH:10]=[C:11]([C:12]3[CH:17]=[C:16]([NH:18][C:19]4[CH:24]=[CH:23][C:22]([C:25]([N:27]5[CH2:28][CH2:29][O:30][CH2:31][CH2:32]5)=[O:26])=[CH:21][N:20]=4)[N:15]=[CH:14][N:13]=3)[C:6]=1[CH2:5][OH:4])[N:42]=[CH:41]2)([CH3:46])([CH3:44])[CH3:45], predict the reactants needed to synthesize it. The reactants are: C([O:4][CH2:5][C:6]1[C:11]([C:12]2[CH:17]=[C:16]([NH:18][C:19]3[CH:24]=[CH:23][C:22]([C:25]([N:27]4[CH2:32][CH2:31][O:30][CH2:29][CH2:28]4)=[O:26])=[CH:21][N:20]=3)[N:15]=[CH:14][N:13]=2)=[CH:10][CH:9]=[CH:8][C:7]=1[N:33]1[N:42]=[CH:41][C:40]2[C:35](=[C:36]([F:47])[CH:37]=[C:38]([C:43]([CH3:46])([CH3:45])[CH3:44])[CH:39]=2)[C:34]1=[O:48])(=O)C.[OH-].[Na+].C(OCC)(=O)C.O.